Dataset: CYP3A4 inhibition data for predicting drug metabolism from PubChem BioAssay. Task: Regression/Classification. Given a drug SMILES string, predict its absorption, distribution, metabolism, or excretion properties. Task type varies by dataset: regression for continuous measurements (e.g., permeability, clearance, half-life) or binary classification for categorical outcomes (e.g., BBB penetration, CYP inhibition). Dataset: cyp3a4_veith. (1) The compound is COC(=O)C/C=C\[C@@H](C)[C@@H](/C=N\OC[C@@H](O)COCc1ccco1)OC. The result is 0 (non-inhibitor). (2) The compound is O=C1[C@H]2CC[C@H]3/C(=N\OCc4ccccc4)C[C@@H](O)[C@@H](O)[C@@H]3[C@@H]2C(=O)N1C[C@@H]1CCCO1. The result is 0 (non-inhibitor). (3) The drug is CCC(C)(C(=O)NC1CCCC1)N(C(=O)c1ccccn1)c1ccccc1. The result is 1 (inhibitor). (4) The molecule is Cc1ccc(C(=O)COC(=O)CNC(=O)Cc2ccccc2)cc1[N+](=O)[O-]. The result is 0 (non-inhibitor). (5) The compound is CCNc1ncc2nc(-c3ccc(OC)cc3)c(=O)n(Cc3ccc(F)cc3)c2n1. The result is 0 (non-inhibitor).